Dataset: Full USPTO retrosynthesis dataset with 1.9M reactions from patents (1976-2016). Task: Predict the reactants needed to synthesize the given product. (1) Given the product [CH3:10][O:11][C:2]1[CH:9]=[CH:8][C:5]([C:6]#[N:7])=[CH:4][N:3]=1, predict the reactants needed to synthesize it. The reactants are: Cl[C:2]1[CH:9]=[CH:8][C:5]([C:6]#[N:7])=[CH:4][N:3]=1.[CH3:10][O-:11].[Na+].CO. (2) Given the product [CH2:19]([O:18][C:16](=[O:17])[CH:15]([CH2:21][C:22]1[CH:23]=[CH:24][CH:25]=[CH:26][CH:27]=1)[CH2:14][NH:35][CH2:34][C:33]1[CH:36]=[CH:37][C:30]([F:29])=[CH:31][CH:32]=1)[CH3:20], predict the reactants needed to synthesize it. The reactants are: [H-].C([Al+]CC(C)C)C(C)C.C(O[C:14](=O)[CH:15]([CH2:21][C:22]1[CH:27]=[CH:26][CH:25]=[CH:24][CH:23]=1)[C:16]([O:18][CH2:19][CH3:20])=[O:17])C.[F:29][C:30]1[CH:37]=[CH:36][C:33]([CH2:34][NH2:35])=[CH:32][CH:31]=1.C([BH3-])#N.[Na+]. (3) Given the product [CH:1]1([NH:7][C:30]([C:18]2[N:19]([CH3:29])[C:20]([C:21]3[CH:26]=[CH:25][C:24]([Cl:27])=[CH:23][C:22]=3[Cl:28])=[C:16]([C:10]3[CH:11]=[CH:12][C:13]([Cl:15])=[CH:14][C:9]=3[Cl:8])[N:17]=2)=[O:31])[CH2:6][CH2:5][CH2:4][CH2:3][CH2:2]1, predict the reactants needed to synthesize it. The reactants are: [CH:1]1([NH2:7])[CH2:6][CH2:5][CH2:4][CH2:3][CH2:2]1.[Cl:8][C:9]1[CH:14]=[C:13]([Cl:15])[CH:12]=[CH:11][C:10]=1[C:16]1[N:17]=[C:18]([C:30](OCC)=[O:31])[N:19]([CH3:29])[C:20]=1[C:21]1[CH:26]=[CH:25][C:24]([Cl:27])=[CH:23][C:22]=1[Cl:28]. (4) Given the product [N:1]([C:4]1[C:5]2[NH:12][CH:11]=[C:10]([C@@H:13]3[N:17]([C:18]([O:20][C:21]([CH3:24])([CH3:23])[CH3:22])=[O:19])[C@@H:16]4[CH2:25][O:26][Si:27]([CH:40]([CH3:42])[CH3:41])([CH:37]([CH3:39])[CH3:38])[O:28][Si:29]([CH:34]([CH3:35])[CH3:36])([CH:31]([CH3:33])[CH3:32])[O:30][C@H:15]4[C@H:14]3[O:43][C:53](=[O:54])[C@@H:52]([NH:51][C:49]([O:48][C:44]([CH3:45])([CH3:47])[CH3:46])=[O:50])[CH:56]([CH3:58])[CH3:57])[C:6]=2[N:7]=[CH:8][N:9]=1)=[N+:2]=[N-:3], predict the reactants needed to synthesize it. The reactants are: [N:1]([C:4]1[C:5]2[NH:12][CH:11]=[C:10]([C@@H:13]3[N:17]([C:18]([O:20][C:21]([CH3:24])([CH3:23])[CH3:22])=[O:19])[C@@H:16]4[CH2:25][O:26][Si:27]([CH:40]([CH3:42])[CH3:41])([CH:37]([CH3:39])[CH3:38])[O:28][Si:29]([CH:34]([CH3:36])[CH3:35])([CH:31]([CH3:33])[CH3:32])[O:30][C@H:15]4[C@H:14]3[OH:43])[C:6]=2[N:7]=[CH:8][N:9]=1)=[N+:2]=[N-:3].[C:44]([O:48][C:49]([NH:51][C@@H:52]([CH:56]([CH3:58])[CH3:57])[C:53](O)=[O:54])=[O:50])([CH3:47])([CH3:46])[CH3:45].Cl.C(N=C=NCCCN(C)C)C. (5) Given the product [CH3:37][O:36][N:35]([CH3:34])[C:11](=[O:13])[CH2:10][C:8]1[CH:7]=[CH:6][CH:5]=[C:4]([N+:1]([O-:3])=[O:2])[N:9]=1, predict the reactants needed to synthesize it. The reactants are: [N+:1]([C:4]1[N:9]=[C:8]([CH2:10][C:11]([OH:13])=O)[CH:7]=[CH:6][CH:5]=1)([O-:3])=[O:2].CCN(C(C)C)C(C)C.C1C=CC2N(O)N=NC=2C=1.Cl.[CH3:34][NH:35][O:36][CH3:37].C(Cl)CCl.